This data is from Forward reaction prediction with 1.9M reactions from USPTO patents (1976-2016). The task is: Predict the product of the given reaction. (1) Given the reactants [CH3:1][O:2][C:3]1[CH:4]=[C:5]([CH:26]=[C:27]([O:31][CH3:32])[C:28]=1[O:29][CH3:30])[C:6]([N:8]1[CH2:12][CH2:11][C:10]([C:20]2[CH:25]=[CH:24][CH:23]=[CH:22][CH:21]=2)([CH2:13][CH2:14]OS(C)(=O)=O)[CH2:9]1)=[O:7].I.[N:34]1([CH2:39][CH2:40][N:41]2[C:45]3[CH:46]=[CH:47][CH:48]=[CH:49][C:44]=3[N:43]=[C:42]2[N:50]2[CH2:56][CH2:55][CH2:54][NH:53][CH2:52][CH2:51]2)[CH:38]=[CH:37][N:36]=[N:35]1, predict the reaction product. The product is: [CH3:1][O:2][C:3]1[CH:4]=[C:5]([CH:26]=[C:27]([O:31][CH3:32])[C:28]=1[O:29][CH3:30])[C:6]([N:8]1[CH2:12][CH2:11][C:10]([CH2:13][CH2:14][N:53]2[CH2:54][CH2:55][CH2:56][N:50]([C:42]3[N:41]([CH2:40][CH2:39][N:34]4[CH:38]=[CH:37][N:36]=[N:35]4)[C:45]4[CH:46]=[CH:47][CH:48]=[CH:49][C:44]=4[N:43]=3)[CH2:51][CH2:52]2)([C:20]2[CH:21]=[CH:22][CH:23]=[CH:24][CH:25]=2)[CH2:9]1)=[O:7]. (2) Given the reactants [CH3:1][O:2][C:3](=[O:31])[C:4]([C:8]1[CH2:13][C:12]([CH3:14])=[C:11]([CH3:15])[CH2:10][C:9]=1[C:16](=[C:19]([C:21]1[CH:26]=[CH:25][CH:24]=[C:23]([C:27]([F:30])([F:29])[F:28])[CH:22]=1)[CH3:20])[O:17][NH2:18])=[N:5][O:6][CH3:7].ClC1C(=O)C(C#N)=C(C#N)C(=O)C=1Cl, predict the reaction product. The product is: [CH3:1][O:2][C:3](=[O:31])[C:4]([C:8]1[CH:13]=[C:12]([CH3:14])[C:11]([CH3:15])=[CH:10][C:9]=1[C:16](=[C:19]([C:21]1[CH:26]=[CH:25][CH:24]=[C:23]([C:27]([F:29])([F:28])[F:30])[CH:22]=1)[CH3:20])[O:17][NH2:18])=[N:5][O:6][CH3:7]. (3) Given the reactants [C:1]([O:5][C:6](=[O:22])[NH:7][C@H:8]1[CH2:13][C@@H:12]([C:14]2[CH:19]=[CH:18][CH:17]=[CH:16][CH:15]=2)[C@@H:11]([CH3:20])[NH:10][C:9]1=[O:21])([CH3:4])([CH3:3])[CH3:2].C[Si]([N-][Si](C)(C)C)(C)C.[Li+].Br[CH2:34][C:35]([CH3:37])=[CH2:36].[I-].[Na+], predict the reaction product. The product is: [C:1]([O:5][C:6](=[O:22])[NH:7][C@H:8]1[CH2:13][C@@H:12]([C:14]2[CH:15]=[CH:16][CH:17]=[CH:18][CH:19]=2)[C@@H:11]([CH3:20])[N:10]([CH2:36][C:35]([CH3:37])=[CH2:34])[C:9]1=[O:21])([CH3:2])([CH3:4])[CH3:3]. (4) Given the reactants C[O:2][C:3]([C:5]1[C:9]([NH:10][C:11](=[O:15])[CH:12](Cl)[F:13])=[CH:8][S:7][CH:6]=1)=[O:4].[F:16][C:17]1[CH:22]=[CH:21][C:20]([C:23]2[CH:28]=[CH:27][C:26]([OH:29])=[CH:25][CH:24]=2)=[CH:19][CH:18]=1, predict the reaction product. The product is: [F:13][CH:12]([O:29][C:26]1[CH:25]=[CH:24][C:23]([C:20]2[CH:21]=[CH:22][C:17]([F:16])=[CH:18][CH:19]=2)=[CH:28][CH:27]=1)[C:11]([NH:10][C:9]1[C:5]([C:3]([OH:2])=[O:4])=[CH:6][S:7][CH:8]=1)=[O:15]. (5) The product is: [Cl:1][C:2]1[CH:11]=[CH:10][C:5]([C:6]2[N:7]=[C:31]([C:27]3[S:26][CH:30]=[CH:29][CH:28]=3)[O:9][N:8]=2)=[CH:4][CH:3]=1. Given the reactants [Cl:1][C:2]1[CH:11]=[CH:10][C:5]([C:6](=[N:8][OH:9])[NH2:7])=[CH:4][CH:3]=1.[OH-].C([N+](C)(C)C)C1C=CC=CC=1.[OH-].[Na+].[S:26]1[CH:30]=[CH:29][CH:28]=[C:27]1[C:31](Cl)=O, predict the reaction product. (6) Given the reactants [OH:1][C:2]1[CH:11]=[C:10]2[C:5]([CH:6]=[CH:7][C:8](=[O:12])[O:9]2)=[CH:4][CH:3]=1.[BH4-].[Li+].[Cl-].[NH4+].Cl, predict the reaction product. The product is: [OH:12][CH2:8][CH2:7][CH2:6][C:5]1[CH:4]=[CH:3][C:2]([OH:1])=[CH:11][C:10]=1[OH:9].